Dataset: Full USPTO retrosynthesis dataset with 1.9M reactions from patents (1976-2016). Task: Predict the reactants needed to synthesize the given product. (1) Given the product [CH2:19]([NH:18][C:13]1[C:14]([N+:15]([O-:17])=[O:16])=[C:9]([NH:8][CH2:1][C:2]2[CH:7]=[CH:6][CH:5]=[CH:4][CH:3]=2)[CH:10]=[C:11]([CH2:26][CH2:27][O:28][CH3:29])[N:12]=1)[C:20]1[CH:25]=[CH:24][CH:23]=[CH:22][CH:21]=1, predict the reactants needed to synthesize it. The reactants are: [CH2:1]([NH:8][C:9]1[C:14]([N+:15]([O-:17])=[O:16])=[C:13]([NH:18][CH2:19][C:20]2[CH:25]=[CH:24][CH:23]=[CH:22][CH:21]=2)[N:12]=[C:11]([CH2:26][CH2:27][OH:28])[CH:10]=1)[C:2]1[CH:7]=[CH:6][CH:5]=[CH:4][CH:3]=1.[CH2:29](N(CC)CC)C.CS(Cl)(=O)=O.S([O-])(=O)(=O)C.C[O-].[Na+]. (2) The reactants are: [CH3:1][O:2][C:3]1[CH:8]=[CH:7][C:6]([CH:9]([O:18][Si](C)(C)C)[C:10]([C:12]2[CH:17]=[CH:16][CH:15]=[CH:14][CH:13]=2)=[O:11])=[CH:5][CH:4]=1.FC(F)(F)C(O)=O.C(=O)([O-])[O-].[Na+].[Na+].C(OCC)(=O)C. Given the product [OH:18][CH:9]([C:6]1[CH:5]=[CH:4][C:3]([O:2][CH3:1])=[CH:8][CH:7]=1)[C:10]([C:12]1[CH:13]=[CH:14][CH:15]=[CH:16][CH:17]=1)=[O:11], predict the reactants needed to synthesize it. (3) Given the product [F:1][C:2]1[C:3]([O:22][CH3:23])=[CH:4][C:5]([CH2:17][C:18]([F:21])([F:19])[F:20])=[C:6]([C:8]2[N:13]=[CH:12][C:11]3[C:14]([I:24])=[N:15][NH:16][C:10]=3[CH:9]=2)[CH:7]=1, predict the reactants needed to synthesize it. The reactants are: [F:1][C:2]1[C:3]([O:22][CH3:23])=[CH:4][C:5]([CH2:17][C:18]([F:21])([F:20])[F:19])=[C:6]([C:8]2[N:13]=[CH:12][C:11]3[CH:14]=[N:15][NH:16][C:10]=3[CH:9]=2)[CH:7]=1.[I:24]N1C(=O)CCC1=O. (4) Given the product [C:1]1([CH:7]2[CH2:16][CH2:15][CH2:14][CH2:13][C:12](=[O:17])[CH:11]=[CH:10][CH2:9][CH2:8]2)[CH:6]=[CH:5][CH:4]=[CH:3][CH:2]=1.[C:1]1([CH:7]2[CH2:16][CH2:15][CH2:14][CH2:13][C:12](=[O:17])[CH:11]=[CH:10][CH2:9][CH2:8]2)[CH:6]=[CH:5][CH:4]=[CH:3][CH:2]=1, predict the reactants needed to synthesize it. The reactants are: [C:1]1([CH:7]2[CH2:16][CH2:15][CH2:14][CH2:13][C:12](=[O:17])[CH:11]=[CH:10][CH2:9][CH2:8]2)[CH:6]=[CH:5][CH:4]=[CH:3][CH:2]=1.C(NC(C)C)(C)C.ClCOC.